Task: Regression/Classification. Given a drug SMILES string, predict its absorption, distribution, metabolism, or excretion properties. Task type varies by dataset: regression for continuous measurements (e.g., permeability, clearance, half-life) or binary classification for categorical outcomes (e.g., BBB penetration, CYP inhibition). Dataset: cyp1a2_veith.. Dataset: CYP1A2 inhibition data for predicting drug metabolism from PubChem BioAssay (1) The molecule is O=C(Nc1cccc(NC(=O)c2ccccc2[N+](=O)[O-])n1)c1ccccc1[N+](=O)[O-]. The result is 1 (inhibitor). (2) The drug is CCN(CC)c1nc(Nc2ccccc2)nc(Oc2ccc(C(=O)OC)cc2)n1. The result is 1 (inhibitor). (3) The drug is Cc1nc2cnc(N(C)C)nc2n(Cc2cccs2)c1=O. The result is 1 (inhibitor). (4) The drug is Cc1cc(=O)oc(C)c1C(=O)N1CCCc2ccccc21. The result is 0 (non-inhibitor). (5) The drug is CCC(C)Nc1c([N+](=O)[O-])cc(C)cc1[N+](=O)[O-]. The result is 1 (inhibitor). (6) The result is 0 (non-inhibitor). The compound is Cc1cc(C)cc(N(C(=O)c2csnn2)C(C(=O)NC(C)(C)C)c2cccs2)c1.